From a dataset of Forward reaction prediction with 1.9M reactions from USPTO patents (1976-2016). Predict the product of the given reaction. (1) Given the reactants C1(C(C2C=CC=CC=2)=[N:8][C:9]2[CH:10]=[CH:11][C:12]3[C:18]4([CH:27]=[CH2:28])[CH2:19][CH2:20][C:21]5([CH2:26][CH:17]4[CH2:16][CH2:15][O:14][C:13]=3[CH:29]=2)[O:25][CH2:24][CH2:23][O:22]5)C=CC=CC=1, predict the reaction product. The product is: [CH2:27]([C:18]12[CH2:19][CH2:20][C:21]3([O:25][CH2:24][CH2:23][O:22]3)[CH2:26][CH:17]1[CH2:16][CH2:15][O:14][C:13]1[CH:29]=[C:9]([NH2:8])[CH:10]=[CH:11][C:12]2=1)[CH3:28]. (2) Given the reactants [N:1]1[CH:6]=[CH:5][CH:4]=[C:3]([CH:7](O)[CH3:8])[N:2]=1.S(Cl)([Cl:12])=O, predict the reaction product. The product is: [Cl:12][CH:7]([C:3]1[N:2]=[N:1][CH:6]=[CH:5][CH:4]=1)[CH3:8]. (3) Given the reactants C[O:2][C:3](=[O:45])[C@@H:4]([NH:30][C:31]1[CH:36]=[CH:35][CH:34]=[CH:33][C:32]=1[C:37](=[O:44])[C:38]1[CH:43]=[CH:42][CH:41]=[CH:40][CH:39]=1)[CH2:5][C:6]1[CH:11]=[CH:10][C:9]([O:12][CH2:13][CH2:14][N:15]2[C:28]3[CH:27]=[C:26]([Cl:29])[CH:25]=[CH:24][C:23]=3[S:22][C:21]3[C:16]2=[CH:17][CH:18]=[CH:19][CH:20]=3)=[CH:8][CH:7]=1.[OH-].[Na+], predict the reaction product. The product is: [C:37]([C:32]1[CH:33]=[CH:34][CH:35]=[CH:36][C:31]=1[NH:30][C@@H:4]([CH2:5][C:6]1[CH:11]=[CH:10][C:9]([O:12][CH2:13][CH2:14][N:15]2[C:28]3[CH:27]=[C:26]([Cl:29])[CH:25]=[CH:24][C:23]=3[S:22][C:21]3[C:16]2=[CH:17][CH:18]=[CH:19][CH:20]=3)=[CH:8][CH:7]=1)[C:3]([OH:45])=[O:2])(=[O:44])[C:38]1[CH:43]=[CH:42][CH:41]=[CH:40][CH:39]=1. (4) Given the reactants N1CCCCC1.[CH3:7][O:8][C:9]1[CH:16]=[CH:15][C:12]([CH:13]=O)=[CH:11][C:10]=1[O:17][CH2:18][CH2:19][C:20]#[C:21][CH2:22][CH3:23].C([CH2:27][C:28]([NH:30][C:31]1[CH:39]=[CH:38][CH:37]=[CH:36][C:32]=1[C:33]([OH:35])=[O:34])=[O:29])(O)=O.Cl, predict the reaction product. The product is: [CH2:18]([O:17][C:10]1[CH:11]=[C:12](/[CH:13]=[CH:27]/[C:28]([NH:30][C:31]2[CH:39]=[CH:38][CH:37]=[CH:36][C:32]=2[C:33]([OH:35])=[O:34])=[O:29])[CH:15]=[CH:16][C:9]=1[O:8][CH3:7])[CH2:19][C:20]#[C:21][CH2:22][CH3:23].